From a dataset of Forward reaction prediction with 1.9M reactions from USPTO patents (1976-2016). Predict the product of the given reaction. (1) Given the reactants [Br:1][CH:2]([CH:8]1[CH2:13][CH2:12][N:11]([C:14]([O:16][C:17]([CH3:20])([CH3:19])[CH3:18])=[O:15])[CH2:10][CH2:9]1)[CH2:3][CH2:4][CH2:5][CH:6]=C.C[N+]1([O-])CC[O:25]CC1.I([O-])(=O)(=O)=O.[Na+], predict the reaction product. The product is: [Br:1][CH:2]([CH:8]1[CH2:13][CH2:12][N:11]([C:14]([O:16][C:17]([CH3:20])([CH3:19])[CH3:18])=[O:15])[CH2:10][CH2:9]1)[CH2:3][CH2:4][CH2:5][CH:6]=[O:25]. (2) Given the reactants C(O[C:4](=[O:25])[CH2:5][C:6](=O)[CH2:7][CH2:8][CH2:9][CH2:10][CH2:11][CH2:12][CH2:13][CH2:14][CH2:15][CH2:16][CH2:17][CH2:18][CH2:19][CH2:20][CH2:21][CH2:22][CH3:23])C.[C:26]1([NH:32][C:33]([NH:35][C:36]([NH2:38])=[NH:37])=[NH:34])[CH:31]=[CH:30][CH:29]=[CH:28][CH:27]=1, predict the reaction product. The product is: [CH2:7]([C:6]1[N:37]=[C:36]([NH:35][C:33]([NH:32][C:26]2[CH:31]=[CH:30][CH:29]=[CH:28][CH:27]=2)=[NH:34])[NH:38][C:4](=[O:25])[CH:5]=1)[CH2:8][CH2:9][CH2:10][CH2:11][CH2:12][CH2:13][CH2:14][CH2:15][CH2:16][CH2:17][CH2:18][CH2:19][CH2:20][CH2:21][CH2:22][CH3:23]. (3) The product is: [CH3:6][O:7][C:8](=[O:34])/[CH:9]=[CH:10]/[C:11]1[CH:12]=[C:13]2[C:30](=[CH:31][CH:32]=1)[O:29][C:16]1([CH2:17][CH2:18][N:19]([S:2]([CH3:1])(=[O:4])=[O:3])[CH2:20][CH2:21]1)[CH2:15][C:14]2=[O:33]. Given the reactants [CH3:1][S:2](Cl)(=[O:4])=[O:3].[CH3:6][O:7][C:8](=[O:34])/[CH:9]=[CH:10]/[C:11]1[CH:12]=[C:13]2[C:30](=[CH:31][CH:32]=1)[O:29][C:16]1([CH2:21][CH2:20][N:19](C(OC(C)(C)C)=O)[CH2:18][CH2:17]1)[CH2:15][C:14]2=[O:33], predict the reaction product. (4) Given the reactants [Cl:1][C:2]1[CH:7]=[CH:6][C:5]([C:8]2[CH:13]=[C:12]([CH:14]([F:16])[F:15])[N:11]3[N:17]=[CH:18][C:19]([C:20](O)=[O:21])=[C:10]3[N:9]=2)=[CH:4][CH:3]=1.O[NH:24][C:25](=[NH:36])[C:26]1[CH:31]=[CH:30][CH:29]=[C:28]([S:32](=[O:35])(=[O:34])[NH2:33])[CH:27]=1, predict the reaction product. The product is: [Cl:1][C:2]1[CH:3]=[CH:4][C:5]([C:8]2[CH:13]=[C:12]([CH:14]([F:16])[F:15])[N:11]3[N:17]=[CH:18][C:19]([C:20]4[O:21][N:36]=[C:25]([C:26]5[CH:27]=[C:28]([S:32]([NH2:33])(=[O:34])=[O:35])[CH:29]=[CH:30][CH:31]=5)[N:24]=4)=[C:10]3[N:9]=2)=[CH:6][CH:7]=1. (5) Given the reactants [NH2:1][C:2]1[N:3]=[CH:4][C:5]([C:17]2[CH2:22][CH2:21][N:20]([S:23]([CH2:26][CH2:27][N:28]3C(=O)C4C(=CC=CC=4)C3=O)(=[O:25])=[O:24])[CH2:19][CH:18]=2)=[N:6][C:7]=1[C:8]1[NH:12][C:11]2[CH:13]=[CH:14][CH:15]=[CH:16][C:10]=2[N:9]=1.NN, predict the reaction product. The product is: [NH2:28][CH2:27][CH2:26][S:23]([N:20]1[CH2:19][CH:18]=[C:17]([C:5]2[N:6]=[C:7]([C:8]3[NH:12][C:11]4[CH:13]=[CH:14][CH:15]=[CH:16][C:10]=4[N:9]=3)[C:2]([NH2:1])=[N:3][CH:4]=2)[CH2:22][CH2:21]1)(=[O:25])=[O:24]. (6) Given the reactants [CH2:1]([O:8][C:9]1[CH:14]=[CH:13][N:12]=[CH:11][C:10]=1[C:15]1(O)[C:23]2[C:18](=[CH:19][CH:20]=[CH:21][CH:22]=2)[N:17]([CH2:24][CH2:25][CH2:26][CH2:27][CH3:28])[C:16]1=[O:29])[C:2]1[CH:7]=[CH:6][CH:5]=[CH:4][CH:3]=1.C([SiH](CC)CC)C.FC(F)(F)C(O)=O, predict the reaction product. The product is: [CH2:1]([O:8][C:9]1[CH:14]=[CH:13][N:12]=[CH:11][C:10]=1[CH:15]1[C:23]2[C:18](=[CH:19][CH:20]=[CH:21][CH:22]=2)[N:17]([CH2:24][CH2:25][CH2:26][CH2:27][CH3:28])[C:16]1=[O:29])[C:2]1[CH:7]=[CH:6][CH:5]=[CH:4][CH:3]=1.